Dataset: Peptide-MHC class I binding affinity with 185,985 pairs from IEDB/IMGT. Task: Regression. Given a peptide amino acid sequence and an MHC pseudo amino acid sequence, predict their binding affinity value. This is MHC class I binding data. (1) The peptide sequence is FFPLELPGISM. The MHC is Mamu-A01 with pseudo-sequence Mamu-A01. The binding affinity (normalized) is 0. (2) The peptide sequence is SLREWLLRI. The MHC is HLA-B54:01 with pseudo-sequence HLA-B54:01. The binding affinity (normalized) is 0. (3) The binding affinity (normalized) is 0.0847. The MHC is HLA-B27:05 with pseudo-sequence HLA-B27:05. The peptide sequence is DFPIFNQRY. (4) The peptide sequence is NTATTVLLDE. The MHC is HLA-A11:01 with pseudo-sequence HLA-A11:01. The binding affinity (normalized) is 0. (5) The peptide sequence is ATVAYFNMVY. The MHC is HLA-A03:01 with pseudo-sequence HLA-A03:01. The binding affinity (normalized) is 0.483. (6) The peptide sequence is KYMDNELVY. The MHC is HLA-A26:01 with pseudo-sequence HLA-A26:01. The binding affinity (normalized) is 0.0847. (7) The binding affinity (normalized) is 0.213. The peptide sequence is DEVEFLGHY. The MHC is HLA-B27:05 with pseudo-sequence HLA-B27:05. (8) The peptide sequence is FMRFFQLLR. The MHC is HLA-A11:01 with pseudo-sequence HLA-A11:01. The binding affinity (normalized) is 0.457. (9) The peptide sequence is FRYKSRCYV. The MHC is HLA-A02:19 with pseudo-sequence HLA-A02:19. The binding affinity (normalized) is 0.0847.